This data is from Forward reaction prediction with 1.9M reactions from USPTO patents (1976-2016). The task is: Predict the product of the given reaction. Given the reactants C(O[C:4]([C:6]1[C:11]([NH:12][C:13]2[CH:14]=[N:15][N:16]([CH3:18])[CH:17]=2)=[CH:10][CH:9]=[C:8]([CH3:19])[N:7]=1)=[O:5])C.[NH2:20][C:21]1[S:22][CH:23]=[C:24]([CH3:26])[N:25]=1, predict the reaction product. The product is: [CH3:26][C:24]1[N:25]=[C:21]([NH:20][C:4]([C:6]2[C:11]([NH:12][C:13]3[CH:14]=[N:15][N:16]([CH3:18])[CH:17]=3)=[CH:10][CH:9]=[C:8]([CH3:19])[N:7]=2)=[O:5])[S:22][CH:23]=1.